Task: Predict which catalyst facilitates the given reaction.. Dataset: Catalyst prediction with 721,799 reactions and 888 catalyst types from USPTO (1) Reactant: C(O)(C(F)(F)F)=O.[CH:8]([S:11]([C:14]1[CH:15]=[CH:16][C:17]([C:20]2[CH:21]=[C:22]([C:34]3[O:38][N:37]=[C:36]([C:39]4[CH:44]=[CH:43][C:42]([CH2:45][NH:46][CH3:47])=[CH:41][CH:40]=4)[CH:35]=3)[C:23]([NH:26]C(=O)OC(C)(C)C)=[N:24][CH:25]=2)=[N:18][CH:19]=1)(=[O:13])=[O:12])([CH3:10])[CH3:9]. Product: [CH:8]([S:11]([C:14]1[CH:15]=[CH:16][C:17]([C:20]2[CH:21]=[C:22]([C:34]3[O:38][N:37]=[C:36]([C:39]4[CH:40]=[CH:41][C:42]([CH2:45][NH:46][CH3:47])=[CH:43][CH:44]=4)[CH:35]=3)[C:23]([NH2:26])=[N:24][CH:25]=2)=[N:18][CH:19]=1)(=[O:12])=[O:13])([CH3:10])[CH3:9]. The catalyst class is: 2. (2) Reactant: [C:1]([O:5][C:6]([CH3:9])([CH3:8])[CH3:7])(=[O:4])[NH:2][NH2:3].[CH:10]1[C:19]2[C:14](=[CH:15][CH:16]=[CH:17][CH:18]=2)[CH:13]=[CH:12][C:11]=1[CH:20]=O. Product: [CH:10]1[C:19]2[C:14](=[CH:15][CH:16]=[CH:17][CH:18]=2)[CH:13]=[CH:12][C:11]=1[CH:20]=[N:3][NH:2][C:1]([O:5][C:6]([CH3:9])([CH3:8])[CH3:7])=[O:4]. The catalyst class is: 13. (3) Reactant: I.[NH2:2][C:3]1[C:4]([C:11]([NH:13][C:14](=[NH:17])SC)=[O:12])=[N:5][C:6]([Cl:10])=[C:7]([NH2:9])[N:8]=1.[NH2:18][CH2:19][CH2:20][CH2:21][CH2:22][C:23]1[CH:39]=[CH:38][C:26]([O:27][CH2:28][C:29]([N:31]([CH2:35][CH2:36][OH:37])[CH2:32][CH2:33][OH:34])=[O:30])=[CH:25][CH:24]=1.C(N(CC)CC)C. The catalyst class is: 8. Product: [NH2:2][C:3]1[C:4]([C:11]([N:13]=[C:14]([NH2:17])[NH:18][CH2:19][CH2:20][CH2:21][CH2:22][C:23]2[CH:39]=[CH:38][C:26]([O:27][CH2:28][C:29]([N:31]([CH2:35][CH2:36][OH:37])[CH2:32][CH2:33][OH:34])=[O:30])=[CH:25][CH:24]=2)=[O:12])=[N:5][C:6]([Cl:10])=[C:7]([NH2:9])[N:8]=1. (4) Reactant: Br[C:2]1[CH:7]=[C:6]([Cl:8])[N:5]=[N:4][C:3]=1[NH2:9].C(#N)C.[NH:13]1[CH2:18][CH2:17][O:16][CH2:15][CH2:14]1. Product: [Cl:8][C:6]1[N:5]=[N:4][C:3]([NH2:9])=[C:2]([N:13]2[CH2:18][CH2:17][O:16][CH2:15][CH2:14]2)[CH:7]=1. The catalyst class is: 2. (5) Reactant: [NH2:1][C:2]1[N:6]([CH2:7][C@H:8]([O:15][Si:16]([C:19]([CH3:22])([CH3:21])[CH3:20])([CH3:18])[CH3:17])[C:9]2[CH:14]=[CH:13][CH:12]=[CH:11][CH:10]=2)[C:5]2[CH:23]=[CH:24][C:25]([N:27]([CH3:36])[C:28](=[O:35])[C:29]3[CH:34]=[CH:33][CH:32]=[CH:31][CH:30]=3)=[CH:26][C:4]=2[N:3]=1.[O:37]1[C:41]([C:42]2[S:46][C:45]([C:47](O)=[O:48])=[CH:44][CH:43]=2)=[CH:40][N:39]=[CH:38]1.C(Cl)CCl.C1C=CC2N(O)N=NC=2C=1.CCN(C(C)C)C(C)C.C([O-])(O)=O.[Na+]. Product: [C:28]([N:27]([CH3:36])[C:25]1[CH:24]=[CH:23][C:5]2[N:6]([CH2:7][C@H:8]([O:15][Si:16]([C:19]([CH3:22])([CH3:21])[CH3:20])([CH3:18])[CH3:17])[C:9]3[CH:10]=[CH:11][CH:12]=[CH:13][CH:14]=3)[C:2]([NH:1][C:47]([C:45]3[S:46][C:42]([C:41]4[O:37][CH:38]=[N:39][CH:40]=4)=[CH:43][CH:44]=3)=[O:48])=[N:3][C:4]=2[CH:26]=1)(=[O:35])[C:29]1[CH:30]=[CH:31][CH:32]=[CH:33][CH:34]=1. The catalyst class is: 3. (6) Reactant: CO[C:3]1[CH:8]=[CH:7][C:6]([C:9]2[CH:14]=[CH:13][C:12]([S:15]([N:18]([CH:20]([CH:24]3[CH2:29][CH2:28][N:27]([CH2:30][CH2:31][C:32]4[CH:37]=[CH:36][CH:35]=[CH:34][CH:33]=4)[CH2:26][CH2:25]3)[C:21]([OH:23])=[O:22])[CH3:19])(=[O:17])=[O:16])=[CH:11][CH:10]=2)=[CH:5][CH:4]=1.[CH3:38][O:39]C(=O)C(NS(C1C=CC(C2C=CC(OC)=CC=2)=CC=1)(=O)=O)C1CCN(CCC2C=CC=CC=2)CC1.C(=O)([O-])[O-].[Cs+].[Cs+].CI. Product: [CH3:38][O:39][C:12]1([S:15]([N:18]([CH:20]([CH:24]2[CH2:25][CH2:26][N:27]([CH2:30][CH2:31][C:32]3[CH:37]=[CH:36][CH:35]=[CH:34][CH:33]=3)[CH2:28][CH2:29]2)[C:21]([OH:23])=[O:22])[CH3:19])(=[O:16])=[O:17])[CH:11]=[CH:10][C:9]([C:6]2[CH:5]=[CH:4][CH:3]=[CH:8][CH:7]=2)=[CH:14][CH2:13]1. The catalyst class is: 35.